The task is: Predict the reaction yield, written as a fraction of the theoretical maximum amount of product (1.0 means a 100% yield; for example, 0.34 means a 34% yield).. This data is from Reaction yield outcomes from USPTO patents with 853,638 reactions. (1) The reactants are [Br:1][C:2]1[CH:10]=[CH:9][C:5]([C:6]([OH:8])=O)=[CH:4][C:3]=1[F:11].[NH:12]1[CH2:17][CH2:16][O:15][CH2:14][CH2:13]1.C(N1CCOCC1)C.C1C=CC2N(O)N=NC=2C=1.C(Cl)CCl. The catalyst is CN(C=O)C. The product is [Br:1][C:2]1[CH:10]=[CH:9][C:5]([C:6]([N:12]2[CH2:17][CH2:16][O:15][CH2:14][CH2:13]2)=[O:8])=[CH:4][C:3]=1[F:11]. The yield is 0.980. (2) The reactants are N1[C:9]2[C:4](=[C:5]([N:10]3[CH2:15][CH2:14][N:13]([C:16]([CH:18]4[CH2:27][CH2:26][C:25]5[C:20](=[CH:21][CH:22]=[CH:23][CH:24]=5)[NH:19]4)=[O:17])[CH2:12][CH2:11]3)[CH:6]=[CH:7][CH:8]=2)C=C1.[O:28]1C2C(N3CCNCC3)=CC=CC=2[CH:30]=[CH:29]1. No catalyst specified. The product is [O:28]1[C:4]2[C:5]([N:10]3[CH2:15][CH2:14][N:13]([C:16]([CH:18]4[CH2:27][CH2:26][C:25]5[C:20](=[CH:21][CH:22]=[CH:23][CH:24]=5)[NH:19]4)=[O:17])[CH2:12][CH2:11]3)=[CH:6][CH:7]=[CH:8][C:9]=2[CH:30]=[CH:29]1. The yield is 0.690. (3) The reactants are Br[C:2]1[CH:3]=[CH:4][C:5]2[N:9]=[C:8]([CH2:10][OH:11])[N:7]([CH2:12][CH2:13][CH:14]([CH3:16])[CH3:15])[C:6]=2[CH:17]=1.[CH3:18][N:19](C=O)C. The catalyst is CO.[C-]#N.[C-]#N.[Zn+2].[Pd].C1(P(C2C=CC=CC=2)C2C=CC=CC=2)C=CC=CC=1.C1(P(C2C=CC=CC=2)C2C=CC=CC=2)C=CC=CC=1.C1(P(C2C=CC=CC=2)C2C=CC=CC=2)C=CC=CC=1.C1(P(C2C=CC=CC=2)C2C=CC=CC=2)C=CC=CC=1. The product is [OH:11][CH2:10][C:8]1[N:7]([CH2:12][CH2:13][CH:14]([CH3:16])[CH3:15])[C:6]2[CH:17]=[C:2]([C:18]#[N:19])[CH:3]=[CH:4][C:5]=2[N:9]=1. The yield is 0.660. (4) The reactants are [CH3:1][C:2]1([OH:12])[CH:9]2[CH2:10][CH:5]3[CH2:6][CH:7]([CH2:11][CH:3]1[CH2:4]3)[CH2:8]2.C(N(CC)CC)C.[C:20](Cl)(=[O:24])[C:21]([CH3:23])=[CH2:22]. The catalyst is C(C(C)=O)C(C)C. The product is [C:20]([O:12][C:2]1([CH3:1])[CH:3]2[CH2:11][CH:7]3[CH2:6][CH:5]([CH2:10][CH:9]1[CH2:8]3)[CH2:4]2)(=[O:24])[C:21]([CH3:23])=[CH2:22]. The yield is 0.750. (5) The reactants are [F:1][C:2]1[CH:3]=[C:4]([C:8]2[C:17]3[C:12](=[CH:13][CH:14]=[CH:15][CH:16]=3)[C:11]([CH3:18])=[N:10][C:9]=2[C:19](N(OC)C)=[O:20])[CH:5]=[CH:6][CH:7]=1.[CH3:25][Mg]Br. The catalyst is O1CCCC1. The product is [F:1][C:2]1[CH:3]=[C:4]([C:8]2[C:17]3[C:12](=[CH:13][CH:14]=[CH:15][CH:16]=3)[C:11]([CH3:18])=[N:10][C:9]=2[C:19](=[O:20])[CH3:25])[CH:5]=[CH:6][CH:7]=1. The yield is 1.00. (6) The catalyst is Cl.O. The yield is 0.265. The product is [N:33]1[CH:34]=[CH:35][CH:36]=[C:31]([C:28]2[CH:29]=[C:30]3[C:22]([N:3]4[CH2:4][CH2:5][C:6]5([CH2:7][CH2:8][NH:9][CH2:10][CH2:11]5)[C:2]4=[O:1])=[N:23][NH:24][C:25]3=[CH:26][N:27]=2)[CH:32]=1. The reactants are [O:1]=[C:2]1[C:6]2([CH2:11][CH2:10][N:9](C(OCC3C=CC=CC=3)=O)[CH2:8][CH2:7]2)[CH2:5][CH2:4][N:3]1[C:22]1[C:30]2[C:25](=[CH:26][N:27]=[C:28]([C:31]3[CH:32]=[N:33][CH:34]=[CH:35][CH:36]=3)[CH:29]=2)[N:24](COCC[Si](C)(C)C)[N:23]=1. (7) The reactants are [Cl:1][C:2]1[CH:18]=[C:17]([Cl:19])[CH:16]=[CH:15][C:3]=1[CH2:4][NH:5][C:6]([N:8]1[CH2:14][CH:13]2[CH:10]([CH2:11][NH:12]2)[CH2:9]1)=[O:7].Br[C:21]1[N:26]=[CH:25][CH:24]=[CH:23][N:22]=1.C(N(CC)CC)C.C1C=CC(P(C2C(C3C(P(C4C=CC=CC=4)C4C=CC=CC=4)=CC=C4C=3C=CC=C4)=C3C(C=CC=C3)=CC=2)C2C=CC=CC=2)=CC=1.CC([O-])(C)C.[K+]. The catalyst is C1(C)C=CC=CC=1.C1C=CC(/C=C/C(/C=C/C2C=CC=CC=2)=O)=CC=1.C1C=CC(/C=C/C(/C=C/C2C=CC=CC=2)=O)=CC=1.C1C=CC(/C=C/C(/C=C/C2C=CC=CC=2)=O)=CC=1.[Pd].[Pd]. The product is [Cl:1][C:2]1[CH:18]=[C:17]([Cl:19])[CH:16]=[CH:15][C:3]=1[CH2:4][NH:5][C:6]([N:8]1[CH2:14][CH:13]2[CH:10]([CH2:11][N:12]2[C:21]2[N:26]=[CH:25][CH:24]=[CH:23][N:22]=2)[CH2:9]1)=[O:7]. The yield is 0.250. (8) The reactants are Br[C:2]1[S:3][C:4]([CH:7]=[O:8])=[CH:5][N:6]=1.CC1(C)C(C)(C)OB([C:17]2[CH:18]=[N:19][NH:20][CH:21]=2)O1.C(=O)([O-])[O-].[Na+].[Na+]. The catalyst is C1(C)C=CC=CC=1.C(O)C.C1C=CC([P]([Pd]([P](C2C=CC=CC=2)(C2C=CC=CC=2)C2C=CC=CC=2)([P](C2C=CC=CC=2)(C2C=CC=CC=2)C2C=CC=CC=2)[P](C2C=CC=CC=2)(C2C=CC=CC=2)C2C=CC=CC=2)(C2C=CC=CC=2)C2C=CC=CC=2)=CC=1. The product is [NH:19]1[CH:18]=[C:17]([C:2]2[S:3][C:4]([CH:7]=[O:8])=[CH:5][N:6]=2)[CH:21]=[N:20]1. The yield is 0.540. (9) The reactants are C[O:2][C:3]([C:5]1[C:10]([Br:11])=[CH:9][CH:8]=[CH:7][N:6]=1)=O.[BH4-].[Na+]. The catalyst is CO. The product is [Br:11][C:10]1[C:5]([CH2:3][OH:2])=[N:6][CH:7]=[CH:8][CH:9]=1. The yield is 0.620.